From a dataset of Catalyst prediction with 721,799 reactions and 888 catalyst types from USPTO. Predict which catalyst facilitates the given reaction. (1) Reactant: [F:1][C:2]([F:17])([F:16])[C:3]1[CH:8]=[CH:7][C:6]([C:9]2[N:10]=[C:11]([CH2:14]O)[S:12][CH:13]=2)=[CH:5][CH:4]=1.P(Br)(Br)[Br:19].O. Product: [Br:19][CH2:14][C:11]1[S:12][CH:13]=[C:9]([C:6]2[CH:7]=[CH:8][C:3]([C:2]([F:17])([F:16])[F:1])=[CH:4][CH:5]=2)[N:10]=1. The catalyst class is: 11. (2) Reactant: [Br:1][C:2]1[CH:3]=[N:4][C:5]2[C:10]([CH:11]=1)=[CH:9][CH:8]=[CH:7][CH:6]=2.B.C1COCC1.COCCO[AlH2-]OCCOC.[Na+].[C:30]([O:33][CH2:34][C:35](Cl)=[O:36])(=[O:32])[CH3:31]. Product: [C:30]([O:33][CH2:34][C:35]([N:4]1[C:5]2[C:10](=[CH:9][CH:8]=[CH:7][CH:6]=2)[CH:11]=[C:2]([Br:1])[CH2:3]1)=[O:36])(=[O:32])[CH3:31]. The catalyst class is: 1. (3) Reactant: [Cl:1][C:2]1[CH:7]=[CH:6][C:5]([C:8]2[CH:13]=[N:12][N:11]3[C:14](=[O:17])[NH:15][N:16]=[C:10]3[C:9]=2[C:18]2[CH:23]=[CH:22][C:21]([Cl:24])=[CH:20][CH:19]=2)=[CH:4][CH:3]=1.[O:25]1[CH:28]([CH3:29])[C:26]1([CH3:30])[CH3:27].C([O-])([O-])=O.[K+].[K+]. The catalyst class is: 3. Product: [Cl:1][C:2]1[CH:7]=[CH:6][C:5]([C:8]2[CH:13]=[N:12][N:11]3[C:14](=[O:17])[N:15]([CH:28]([C:26]([OH:25])([CH3:30])[CH3:27])[CH3:29])[N:16]=[C:10]3[C:9]=2[C:18]2[CH:23]=[CH:22][C:21]([Cl:24])=[CH:20][CH:19]=2)=[CH:4][CH:3]=1. (4) Reactant: C[O:2][C:3](=[O:17])[C:4]1[CH:9]=[CH:8][C:7]([N:10]2[CH2:15][CH2:14][O:13][CH2:12][CH2:11]2)=[CH:6][C:5]=1[OH:16].O.O.[OH-].[Li+]. Product: [OH:16][C:5]1[CH:6]=[C:7]([N:10]2[CH2:11][CH2:12][O:13][CH2:14][CH2:15]2)[CH:8]=[CH:9][C:4]=1[C:3]([OH:17])=[O:2]. The catalyst class is: 5. (5) Reactant: C(Cl)(=O)C(Cl)=O.[CH:7]([C:10]1[CH:15]=[CH:14][C:13]([C:16]2[N:20]([CH2:21][CH2:22][O:23][CH3:24])[C:19]3[C:25]([O:32][CH3:33])=[CH:26][C:27]([CH:29]([OH:31])[CH3:30])=[CH:28][C:18]=3[N:17]=2)=[CH:12][CH:11]=1)([CH3:9])[CH3:8].C(N(CC)CC)C. The catalyst class is: 764. Product: [CH:7]([C:10]1[CH:15]=[CH:14][C:13]([C:16]2[N:20]([CH2:21][CH2:22][O:23][CH3:24])[C:19]3[C:25]([O:32][CH3:33])=[CH:26][C:27]([C:29](=[O:31])[CH3:30])=[CH:28][C:18]=3[N:17]=2)=[CH:12][CH:11]=1)([CH3:9])[CH3:8]. (6) Reactant: [NH2:1][C:2]1[C:7]([O:8][CH3:9])=[CH:6][CH:5]=[CH:4][N:3]=1.C(N(CC)CC)C.[I:17][C:18]1[CH:19]=[C:20]([CH:24]=[CH:25][CH:26]=1)[C:21](Cl)=[O:22].C(Cl)(Cl)Cl. Product: [I:17][C:18]1[CH:19]=[C:20]([CH:24]=[CH:25][CH:26]=1)[C:21]([NH:1][C:2]1[C:7]([O:8][CH3:9])=[CH:6][CH:5]=[CH:4][N:3]=1)=[O:22]. The catalyst class is: 1. (7) Reactant: [N+:1]([C:4]1[C:5]([O:10][C:11]2[CH:12]=[N:13][CH:14]=[C:15]([CH:20]=2)[C:16]([O:18][CH3:19])=[O:17])=[N:6][CH:7]=[CH:8][CH:9]=1)([O-])=O.C(O)(=O)C.[NH4+].[OH-]. Product: [NH2:1][C:4]1[C:5]([O:10][C:11]2[CH:12]=[N:13][CH:14]=[C:15]([CH:20]=2)[C:16]([O:18][CH3:19])=[O:17])=[N:6][CH:7]=[CH:8][CH:9]=1. The catalyst class is: 292.